This data is from Experimental lipophilicity measurements (octanol/water distribution) for 4,200 compounds from AstraZeneca. The task is: Regression/Classification. Given a drug SMILES string, predict its absorption, distribution, metabolism, or excretion properties. Task type varies by dataset: regression for continuous measurements (e.g., permeability, clearance, half-life) or binary classification for categorical outcomes (e.g., BBB penetration, CYP inhibition). For this dataset (lipophilicity_astrazeneca), we predict Y. The drug is CC(C)N(CCCNC(=O)Nc1ccc(C(C)(C)C)cc1)C[C@H]1O[C@@H](n2ccc3c(N)ncnc32)[C@H](O)[C@@H]1O. The Y is 2.40 logD.